This data is from Full USPTO retrosynthesis dataset with 1.9M reactions from patents (1976-2016). The task is: Predict the reactants needed to synthesize the given product. (1) The reactants are: [OH-].[Na+].[Br:3][C:4]1[C:5]([C:15]#[C:16][Si](C)(C)C)=[C:6]([CH:8]=[C:9]([C:11]([F:14])([F:13])[F:12])[CH:10]=1)[NH2:7]. Given the product [Br:3][C:4]1[C:5]([C:15]#[CH:16])=[C:6]([CH:8]=[C:9]([C:11]([F:12])([F:13])[F:14])[CH:10]=1)[NH2:7], predict the reactants needed to synthesize it. (2) Given the product [N:22]1([C:2]2[S:3][C:4]([C:19]([NH2:21])=[O:20])=[C:5]([O:7][CH2:8][C:9]3[CH:14]=[CH:13][CH:12]=[CH:11][C:10]=3[C:15]([F:18])([F:17])[F:16])[N:6]=2)[C:26]2[CH:27]=[CH:28][CH:29]=[CH:30][C:25]=2[N:24]=[CH:23]1, predict the reactants needed to synthesize it. The reactants are: Cl[C:2]1[S:3][C:4]([C:19]([NH2:21])=[O:20])=[C:5]([O:7][CH2:8][C:9]2[CH:14]=[CH:13][CH:12]=[CH:11][C:10]=2[C:15]([F:18])([F:17])[F:16])[N:6]=1.[N:22]1[C:26]2[CH:27]=[CH:28][CH:29]=[CH:30][C:25]=2[NH:24][CH:23]=1.C([O-])([O-])=O.[K+].[K+]. (3) Given the product [NH2:12]/[CH:11]=[C:10](\[N:4]([CH:1]([CH3:3])[CH3:2])[C:5]([CH:7]1[CH2:8][CH2:9]1)=[O:6])/[C:14](=[O:13])[CH3:15], predict the reactants needed to synthesize it. The reactants are: [CH:1]([N:4]([C:10]1[CH:11]=[N:12][O:13][C:14]=1[CH3:15])[C:5]([CH:7]1[CH2:9][CH2:8]1)=[O:6])([CH3:3])[CH3:2].[H][H]. (4) Given the product [CH:1]1([C:4]2[O:8][N:7]=[C:6]([CH2:9][O:10][C:18]3[C:19]([CH3:23])=[CH:20][CH:21]=[CH:22][C:17]=3[CH3:16])[C:5]=2[C:11]([O:13][CH2:14][CH3:15])=[O:12])[CH2:2][CH2:3]1, predict the reactants needed to synthesize it. The reactants are: [CH:1]1([C:4]2[O:8][N:7]=[C:6]([CH2:9][OH:10])[C:5]=2[C:11]([O:13][CH2:14][CH3:15])=[O:12])[CH2:3][CH2:2]1.[CH3:16][C:17]1[CH:22]=[CH:21][CH:20]=[C:19]([CH3:23])[C:18]=1O.C1C=CC(P(C2C=CC=CC=2)C2C=CC=CC=2)=CC=1.CC(OC(/N=N/C(OC(C)C)=O)=O)C. (5) Given the product [NH2:8][C:6]1[CH:7]=[C:2]([CH3:1])[C:3]([N:11]2[CH2:16][CH2:15][CH:14]([CH:17]([CH3:23])[C:18]([O:20][CH2:21][CH3:22])=[O:19])[CH2:13][CH2:12]2)=[N:4][CH:5]=1, predict the reactants needed to synthesize it. The reactants are: [CH3:1][C:2]1[C:3]([N:11]2[CH2:16][CH2:15][C:14](=[C:17]([CH3:23])[C:18]([O:20][CH2:21][CH3:22])=[O:19])[CH2:13][CH2:12]2)=[N:4][CH:5]=[C:6]([N+:8]([O-])=O)[CH:7]=1. (6) Given the product [C:1]([O:4][C:5]1[CH:10]=[CH:9][C:8]([NH:11][C:12](=[O:14])[CH3:13])=[C:7]([NH:15][CH2:17][C:18]2[CH:23]=[CH:22][C:21]([O:24][CH2:25][CH2:26][CH2:27][CH2:28][CH3:29])=[CH:20][C:19]=2[Cl:30])[CH:6]=1)(=[O:3])[CH3:2], predict the reactants needed to synthesize it. The reactants are: [C:1]([O:4][C:5]1[CH:10]=[CH:9][C:8]([NH:11][C:12](=[O:14])[CH3:13])=[C:7]([NH2:15])[CH:6]=1)(=[O:3])[CH3:2].Br[CH2:17][C:18]1[CH:23]=[CH:22][C:21]([O:24][CH2:25][CH2:26][CH2:27][CH2:28][CH3:29])=[CH:20][C:19]=1[Cl:30].C(=O)([O-])[O-].[K+].[K+]. (7) Given the product [OH:25][CH:12]([CH2:13][CH2:14][CH2:15][CH2:16][C:17]([CH3:24])([CH3:23])[C:18]([OH:20])=[O:19])[CH2:11][CH2:10][CH2:9][CH2:8][C:7]([CH3:27])([CH3:26])[C:6]([OH:28])=[O:5], predict the reactants needed to synthesize it. The reactants are: [OH-].[K+].C([O:5][C:6](=[O:28])[C:7]([CH3:27])([CH3:26])[CH2:8][CH2:9][CH2:10][CH2:11][CH:12]([OH:25])[CH2:13][CH2:14][CH2:15][CH2:16][C:17]([CH3:24])([CH3:23])[C:18]([O:20]CC)=[O:19])C. (8) Given the product [C:42]([C:37]1[CH:38]=[C:39]2[C:34](=[C:35]([F:46])[CH:36]=1)[C:33](=[O:47])[N:32]([C:7]1[C:6]([CH2:5][OH:4])=[C:11]([C:12]3[CH:17]=[C:16]([NH:18][C:19]4[CH:24]=[CH:23][C:22]([N:25]5[CH2:28][CH:27]([OH:29])[CH2:26]5)=[CH:21][N:20]=4)[C:15](=[O:30])[N:14]([CH3:31])[CH:13]=3)[CH:10]=[CH:9][N:8]=1)[N:41]=[CH:40]2)([CH3:45])([CH3:43])[CH3:44], predict the reactants needed to synthesize it. The reactants are: C([O:4][CH2:5][C:6]1[C:7]([N:32]2[N:41]=[CH:40][C:39]3[C:34](=[C:35]([F:46])[CH:36]=[C:37]([C:42]([CH3:45])([CH3:44])[CH3:43])[CH:38]=3)[C:33]2=[O:47])=[N:8][CH:9]=[CH:10][C:11]=1[C:12]1[CH:17]=[C:16]([NH:18][C:19]2[CH:24]=[CH:23][C:22]([N:25]3[CH2:28][CH:27]([OH:29])[CH2:26]3)=[CH:21][N:20]=2)[C:15](=[O:30])[N:14]([CH3:31])[CH:13]=1)(=O)C.[OH-].[Li+]. (9) Given the product [CH3:9][O:8][C:7]1[CH:6]=[CH:5][C:4]([C:10]2[O:11][CH:12]=[C:13]([CH2:15][CH2:16][C:17]([C:19]3[C:24]([CH3:25])=[CH:23][CH:22]=[CH:21][N:20]=3)=[O:18])[N:14]=2)=[CH:3][C:2]=1[O:1][CH2:34][C:33]([F:37])([F:36])[F:32], predict the reactants needed to synthesize it. The reactants are: [OH:1][C:2]1[CH:3]=[C:4]([C:10]2[O:11][CH:12]=[C:13]([CH2:15][CH2:16][C:17]([C:19]3[C:24]([CH3:25])=[CH:23][CH:22]=[CH:21][N:20]=3)=[O:18])[N:14]=2)[CH:5]=[CH:6][C:7]=1[O:8][CH3:9].C(=O)([O-])[O-].[K+].[K+].[F:32][C:33]([F:37])([F:36])[CH2:34]I.O.